From a dataset of Full USPTO retrosynthesis dataset with 1.9M reactions from patents (1976-2016). Predict the reactants needed to synthesize the given product. (1) Given the product [Br:1][C:2]1[N:3]=[C:4]([C:20]2[C:21]([CH3:22])=[N:24][N:25]3[CH:30]=[CH:29][CH:28]=[CH:27][C:26]=23)[S:5][C:6]=1[C:7]1[N:11]=[CH:10][N:9]([CH2:12][O:13][CH2:14][CH2:15][Si:16]([CH3:19])([CH3:18])[CH3:17])[N:8]=1, predict the reactants needed to synthesize it. The reactants are: [Br:1][C:2]1[N:3]=[C:4]([C:20]#[C:21][CH3:22])[S:5][C:6]=1[C:7]1[N:11]=[CH:10][N:9]([CH2:12][O:13][CH2:14][CH2:15][Si:16]([CH3:19])([CH3:18])[CH3:17])[N:8]=1.[I-].[NH2:24][N+:25]1[CH:30]=[CH:29][CH:28]=[CH:27][CH:26]=1.C(=O)([O-])[O-].[K+].[K+].CN(C)C=O. (2) Given the product [CH2:19]([N:18]([CH2:16][CH3:17])[C:13]([C:9]1[CH:10]=[N:11][O:12][C:8]=1[C:4]1[CH:5]=[CH:6][CH:7]=[C:2]([Cl:1])[CH:3]=1)=[O:15])[C:20]1[CH:25]=[CH:24][CH:23]=[CH:22][CH:21]=1, predict the reactants needed to synthesize it. The reactants are: [Cl:1][C:2]1[CH:3]=[C:4]([C:8]2[O:12][N:11]=[CH:10][C:9]=2[C:13]([OH:15])=O)[CH:5]=[CH:6][CH:7]=1.[CH2:16]([NH:18][CH2:19][C:20]1[CH:25]=[CH:24][CH:23]=[CH:22][CH:21]=1)[CH3:17].CCCP1(OP(CCC)(=O)OP(CCC)(=O)O1)=O. (3) Given the product [Cl:1][C:2]1[N:7]=[C:6]([C:8]([NH:12][C:13]2[C:14]([CH3:25])=[CH:15][C:16]([C:17]([O:19][CH2:20][CH3:21])=[O:18])=[CH:22][C:23]=2[CH3:24])=[O:10])[C:5]([CH3:11])=[CH:4][CH:3]=1, predict the reactants needed to synthesize it. The reactants are: [Cl:1][C:2]1[N:7]=[C:6]([C:8]([OH:10])=O)[C:5]([CH3:11])=[CH:4][CH:3]=1.[NH2:12][C:13]1[C:23]([CH3:24])=[CH:22][C:16]([C:17]([O:19][CH2:20][CH3:21])=[O:18])=[CH:15][C:14]=1[CH3:25].C(N(CC)C(C)C)(C)C.CCCP1(OP(CCC)(=O)OP(CCC)(=O)O1)=O. (4) The reactants are: [N:1]1[CH:6]=[CH:5][C:4](B(O)O)=[CH:3][CH:2]=1.C([O-])([O-])=O.[Na+].[Na+].C1C=CC(P(C2C=CC=CC=2)C2C=CC=CC=2)=CC=1.Br[C:36]1[CH:37]=[C:38]([CH:41]=[CH:42][CH:43]=1)[CH:39]=[O:40]. Given the product [N:1]1[CH:6]=[CH:5][C:4]([C:36]2[CH:37]=[C:38]([CH:41]=[CH:42][CH:43]=2)[CH:39]=[O:40])=[CH:3][CH:2]=1, predict the reactants needed to synthesize it. (5) Given the product [C:1]([C:5]1[CH:6]=[C:7]([CH:8]=[C:27]([C:24]2[CH:23]=[CH:22][C:21]([N+:18]([O-:20])=[O:19])=[CH:26][CH:25]=2)[C:28]#[N:29])[CH:10]=[C:11]([C:14]([CH3:17])([CH3:16])[CH3:15])[C:12]=1[OH:13])([CH3:4])([CH3:3])[CH3:2], predict the reactants needed to synthesize it. The reactants are: [C:1]([C:5]1[CH:6]=[C:7]([CH:10]=[C:11]([C:14]([CH3:17])([CH3:16])[CH3:15])[C:12]=1[OH:13])[CH:8]=O)([CH3:4])([CH3:3])[CH3:2].[N+:18]([C:21]1[CH:26]=[CH:25][C:24]([CH2:27][C:28]#[N:29])=[CH:23][CH:22]=1)([O-:20])=[O:19]. (6) Given the product [OH:27][CH:23]([CH:9]1[CH2:10][CH2:11][N:7]([C:1]2[CH:2]=[CH:3][CH:4]=[CH:5][CH:6]=2)[C:8]1=[O:12])/[CH:24]=[CH:25]/[CH3:26], predict the reactants needed to synthesize it. The reactants are: [C:1]1([N:7]2[CH2:11][CH2:10][CH2:9][C:8]2=[O:12])[CH:6]=[CH:5][CH:4]=[CH:3][CH:2]=1.[Li+].C[Si]([N-][Si](C)(C)C)(C)C.[CH:23](=[O:27])/[CH:24]=[CH:25]/[CH3:26]. (7) Given the product [Cl:15][C:16]1[CH:35]=[C:34]([F:36])[C:33]([N:37]2[C:4](=[O:6])[CH:3]=[C:2]([C:9]([F:10])([F:11])[F:12])[NH:1][C:38]2=[O:39])=[CH:32][C:17]=1[O:18][C:19]1[CH:31]=[CH:30][CH:29]=[CH:28][C:20]=1[O:21][CH2:22][C:23]([O:25][CH2:26][CH3:27])=[O:24], predict the reactants needed to synthesize it. The reactants are: [NH2:1]/[C:2](/[C:9]([F:12])([F:11])[F:10])=[CH:3]\[C:4]([O:6]CC)=O.[H-].[Na+].[Cl:15][C:16]1[CH:35]=[C:34]([F:36])[C:33]([NH:37][C:38](OCC)=[O:39])=[CH:32][C:17]=1[O:18][C:19]1[CH:31]=[CH:30][CH:29]=[CH:28][C:20]=1[O:21][CH2:22][C:23]([O:25][CH2:26][CH3:27])=[O:24].Cl. (8) Given the product [Cl:25][C:16]1[CH:15]=[C:14]([CH:12]([N:9]2[C:10](=[O:11])[C:6]3[CH:5]=[CH:4][N:3]=[C:2]([C:26]([O:28][C:29]4[CH:34]=[CH:33][CH:32]=[CH:31][CH:30]=4)=[O:27])[C:7]=3[CH2:8]2)[CH3:13])[CH:19]=[CH:18][C:17]=1[O:20][CH2:21][CH:22]([F:24])[F:23], predict the reactants needed to synthesize it. The reactants are: Cl[C:2]1[C:7]2[CH2:8][N:9]([CH:12]([C:14]3[CH:19]=[CH:18][C:17]([O:20][CH2:21][CH:22]([F:24])[F:23])=[C:16]([Cl:25])[CH:15]=3)[CH3:13])[C:10](=[O:11])[C:6]=2[CH:5]=[CH:4][N:3]=1.[CH:26]([O:28][C:29]1[CH:34]=[CH:33][CH:32]=[CH:31][CH:30]=1)=[O:27]. (9) Given the product [Cl:1][C:2]1[CH:3]=[C:4]([C:15]#[C:14][Si:11]([CH3:13])([CH3:12])[CH3:10])[C:5]([NH2:8])=[N:6][CH:7]=1, predict the reactants needed to synthesize it. The reactants are: [Cl:1][C:2]1[CH:3]=[C:4](I)[C:5]([NH2:8])=[N:6][CH:7]=1.[CH3:10][Si:11]([C:14]#[CH:15])([CH3:13])[CH3:12]. (10) Given the product [Br:13][C:9]1[CH:8]=[C:7]([Cl:14])[C:6]([CH2:5][O:25][C:22]2([CH3:26])[CH2:23][CH2:24][C:19]([F:27])([F:18])[CH2:20][CH2:21]2)=[CH:11][C:10]=1[F:12], predict the reactants needed to synthesize it. The reactants are: ClC(Cl)(Cl)C(=N)O[CH2:5][C:6]1[CH:11]=[C:10]([F:12])[C:9]([Br:13])=[CH:8][C:7]=1[Cl:14].[F:18][C:19]1([F:27])[CH2:24][CH2:23][C:22]([CH3:26])([OH:25])[CH2:21][CH2:20]1.